From a dataset of Forward reaction prediction with 1.9M reactions from USPTO patents (1976-2016). Predict the product of the given reaction. Given the reactants [CH2:1]([C@H:3]1[CH2:8][CH2:7][C@H:6]([O:9][C:10]2[CH:15]=[CH:14][C:13]([CH:16]3[CH2:21][CH2:20][N:19]([CH2:22][CH2:23][C:24]([O:26]CC)=[O:25])[CH2:18][CH2:17]3)=[CH:12][CH:11]=2)[CH2:5][CH2:4]1)[CH3:2].[OH-].[Na+], predict the reaction product. The product is: [CH2:1]([C@H:3]1[CH2:4][CH2:5][C@H:6]([O:9][C:10]2[CH:15]=[CH:14][C:13]([C:16]3[CH2:21][CH2:20][N:19]([CH2:22][CH2:23][C:24]([OH:26])=[O:25])[CH2:18][CH:17]=3)=[CH:12][CH:11]=2)[CH2:7][CH2:8]1)[CH3:2].